Dataset: Kir2.1 potassium channel HTS with 301,493 compounds. Task: Binary Classification. Given a drug SMILES string, predict its activity (active/inactive) in a high-throughput screening assay against a specified biological target. (1) The compound is S(=O)(=O)(N(CC(=O)Nc1c(cccc1)C)c1c(OC)cc(OC)cc1)c1c([N+]([O-])=O)cccc1. The result is 0 (inactive). (2) The drug is Clc1ccc(CN(Cc2ccccc2)CCO)cc1. The result is 0 (inactive). (3) The molecule is s1c2n(nc(c2cc1C(OC)=O)C)c1ccccc1. The result is 0 (inactive). (4) The molecule is S1C(N)=C(C(c2oc(cc2)C)C(=C1N)C#N)C#N. The result is 0 (inactive). (5) The compound is S1(=O)(=O)CC(NC(=O)Nc2ccccc2)C(O)C1. The result is 0 (inactive). (6) The molecule is S(CC1OC(=O)C(C1)CCCCCC)c1[nH]ncn1. The result is 0 (inactive). (7) The compound is Brc1c(Cn2c(nc3c(c2=O)cc([N+]([O-])=O)cc3)C)cccc1. The result is 0 (inactive). (8) The compound is S(c1nc(N)c(cc1C#N)C#N)CC(OCC)=O. The result is 0 (inactive). (9) The molecule is O(C(C)C)C(=O)c1c(nn(c1)c1ccccc1)c1occc1. The result is 0 (inactive).